From a dataset of Forward reaction prediction with 1.9M reactions from USPTO patents (1976-2016). Predict the product of the given reaction. Given the reactants [F:1][C:2]1[CH:3]=[C:4]([CH:29]=[C:30]([N:32]2[CH2:37][CH2:36][O:35][CH2:34][CH2:33]2)[CH:31]=1)[C:5]([NH:7][C:8]1[C:17]2[C:12](=[CH:13][CH:14]=[CH:15][CH:16]=2)[C:11]([O:18][C:19]2[CH:24]=[CH:23][N:22]=[C:21](S(C)(=O)=O)[N:20]=2)=[CH:10][CH:9]=1)=[O:6].[N:38]1([CH2:44][CH2:45][NH2:46])[CH2:43][CH2:42][O:41][CH2:40][CH2:39]1, predict the reaction product. The product is: [F:1][C:2]1[CH:3]=[C:4]([CH:29]=[C:30]([N:32]2[CH2:37][CH2:36][O:35][CH2:34][CH2:33]2)[CH:31]=1)[C:5]([NH:7][C:8]1[C:17]2[C:12](=[CH:13][CH:14]=[CH:15][CH:16]=2)[C:11]([O:18][C:19]2[CH:24]=[CH:23][N:22]=[C:21]([NH:46][CH2:45][CH2:44][N:38]3[CH2:43][CH2:42][O:41][CH2:40][CH2:39]3)[N:20]=2)=[CH:10][CH:9]=1)=[O:6].